The task is: Predict the reaction yield, written as a fraction of the theoretical maximum amount of product (1.0 means a 100% yield; for example, 0.34 means a 34% yield).. This data is from Reaction yield outcomes from USPTO patents with 853,638 reactions. The yield is 0.770. The catalyst is C1(OC)C=CC=CC=1.ClCCl. The product is [C:1]([C:5]1[CH:38]=[CH:37][C:8]([C:9]([NH:11][C:12]2[CH:36]=[CH:35][CH:34]=[CH:33][C:13]=2[C:14]([NH:16][C:17]2[CH:25]=[C:24]3[C:20]([CH:21]=[N:22][NH:23]3)=[CH:19][CH:18]=2)=[O:15])=[O:10])=[CH:7][CH:6]=1)([CH3:4])([CH3:2])[CH3:3]. The reactants are [C:1]([C:5]1[CH:38]=[CH:37][C:8]([C:9]([NH:11][C:12]2[CH:36]=[CH:35][CH:34]=[CH:33][C:13]=2[C:14]([NH:16][C:17]2[CH:25]=[C:24]3[C:20]([CH:21]=[N:22][N:23]3C(OC(C)(C)C)=O)=[CH:19][CH:18]=2)=[O:15])=[O:10])=[CH:7][CH:6]=1)([CH3:4])([CH3:3])[CH3:2].C(O)(C(F)(F)F)=O.